This data is from Forward reaction prediction with 1.9M reactions from USPTO patents (1976-2016). The task is: Predict the product of the given reaction. (1) The product is: [CH:29]([C:2]1[CH:7]=[CH:6][C:5]([C@@H:8]2[O:13][CH2:12][CH2:11][N:10]([C:14]([O:16][C:17]([CH3:20])([CH3:19])[CH3:18])=[O:15])[CH2:9]2)=[CH:4][CH:3]=1)=[O:30]. Given the reactants Br[C:2]1[CH:7]=[CH:6][C:5]([C@@H:8]2[O:13][CH2:12][CH2:11][N:10]([C:14]([O:16][C:17]([CH3:20])([CH3:19])[CH3:18])=[O:15])[CH2:9]2)=[CH:4][CH:3]=1.[Li]CCCC.CN([CH:29]=[O:30])C, predict the reaction product. (2) Given the reactants N1C(N)=C2C(N=CN2)=NC=1.[C@@H:11]1([N:19]2[CH:26]=[CH:25][C:23](=[O:24])[NH:22][C:20]2=[O:21])[O:18][C@H:15]([CH2:16][OH:17])[C@@H:13]([OH:14])[CH2:12]1.P([O-])([O-])([O-])=[O:28], predict the reaction product. The product is: [C@@H:11]1([N:19]2[CH:26]=[CH:25][C:23](=[O:24])[NH:22][C:20]2=[O:21])[O:18][C@H:15]([CH2:16][OH:17])[C@@H:13]([OH:14])[C@H:12]1[OH:28]. (3) Given the reactants [C:1]([C:3]1[CH:4]=[C:5]([CH:8]=[CH:9][CH:10]=1)[CH2:6]Br)#[N:2].[Br:11][C:12]1[CH:13]=[CH:14][C:15]([OH:21])=[C:16]([CH:20]=1)[C:17]([OH:19])=[O:18].C(=O)([O-])[O-].[K+].[K+], predict the reaction product. The product is: [Br:11][C:12]1[CH:13]=[CH:14][C:15]([O:21][CH2:6][C:5]2[CH:8]=[CH:9][CH:10]=[C:3]([C:1]#[N:2])[CH:4]=2)=[C:16]([CH:20]=1)[C:17]([O:19][CH2:6][C:5]1[CH:8]=[CH:9][CH:10]=[C:3]([C:1]#[N:2])[CH:4]=1)=[O:18]. (4) Given the reactants [Cl:1][C:2]1[CH:3]=[C:4]([CH:18]=[CH:19][C:20]=1[Cl:21])[CH2:5][N:6]1[CH2:11][CH2:10][O:9][C@@H:8]([CH2:12][NH:13][C:14](=[O:17])[CH2:15][Cl:16])[CH2:7]1.C(OCC)(=O)C.Cl.C(O)C, predict the reaction product. The product is: [ClH:1].[Cl:1][C:2]1[CH:3]=[C:4]([CH:18]=[CH:19][C:20]=1[Cl:21])[CH2:5][N:6]1[CH2:11][CH2:10][O:9][C@@H:8]([CH2:12][NH:13][C:14](=[O:17])[CH2:15][Cl:16])[CH2:7]1. (5) Given the reactants [NH2:1][C:2]1[CH:3]=[N:4][CH:5]=[CH:6][C:7]=1[N:8]1[CH2:13][CH2:12][CH2:11][CH:10]([NH:14][C:15](=[O:21])[O:16][C:17]([CH3:20])([CH3:19])[CH3:18])[CH2:9]1.[NH2:22][C:23]1[C:24]([C:31](O)=[O:32])=[N:25][C:26]([Cl:30])=[C:27]([NH2:29])[N:28]=1, predict the reaction product. The product is: [NH2:22][C:23]1[C:24]([C:31]([NH:1][C:2]2[CH:3]=[N:4][CH:5]=[CH:6][C:7]=2[N:8]2[CH2:13][CH2:12][CH2:11][C@H:10]([NH:14][C:15](=[O:21])[O:16][C:17]([CH3:18])([CH3:20])[CH3:19])[CH2:9]2)=[O:32])=[N:25][C:26]([Cl:30])=[C:27]([NH2:29])[N:28]=1. (6) The product is: [Cl:1][C:2]1[C:11]([CH:12]=[O:13])=[CH:10][C:9]2[C:4](=[CH:5][CH:6]=[C:7]([O:14][CH2:16][C:17]([O:19][C:20]([CH3:23])([CH3:22])[CH3:21])=[O:18])[CH:8]=2)[N:3]=1. Given the reactants [Cl:1][C:2]1[C:11]([CH:12]=[O:13])=[CH:10][C:9]2[C:4](=[CH:5][CH:6]=[C:7]([OH:14])[CH:8]=2)[N:3]=1.Br[CH2:16][C:17]([O:19][C:20]([CH3:23])([CH3:22])[CH3:21])=[O:18].C(=O)([O-])[O-].[K+].[K+], predict the reaction product. (7) Given the reactants [CH3:1][C:2]([O:5][C:6]([NH:8][C@@H:9]([C:11]([OH:13])=O)[CH3:10])=[O:7])([CH3:4])[CH3:3].CCN(C(C)C)C(C)C.CN(C(ON1N=NC2C=CC=NC1=2)=[N+](C)C)C.F[P-](F)(F)(F)(F)F.[CH3:47][C:48]1[CH:53]=[CH:52][C:51]([O:54][CH3:55])=[CH:50][C:49]=1[O:56][C:57]1[CH:63]=[CH:62][C:60]([NH2:61])=[CH:59][CH:58]=1, predict the reaction product. The product is: [CH3:10][C@@H:9]([NH:8][C:6](=[O:7])[O:5][C:2]([CH3:1])([CH3:3])[CH3:4])[C:11]([NH:61][C:60]1[CH:59]=[CH:58][C:57]([O:56][C:49]2[CH:50]=[C:51]([O:54][CH3:55])[CH:52]=[CH:53][C:48]=2[CH3:47])=[CH:63][CH:62]=1)=[O:13].